Regression. Given two drug SMILES strings and cell line genomic features, predict the synergy score measuring deviation from expected non-interaction effect. From a dataset of NCI-60 drug combinations with 297,098 pairs across 59 cell lines. (1) Drug 1: C1CCC(C1)C(CC#N)N2C=C(C=N2)C3=C4C=CNC4=NC=N3. Drug 2: CC(CN1CC(=O)NC(=O)C1)N2CC(=O)NC(=O)C2. Cell line: A498. Synergy scores: CSS=25.9, Synergy_ZIP=2.39, Synergy_Bliss=4.04, Synergy_Loewe=2.57, Synergy_HSA=3.83. (2) Drug 1: CC1OCC2C(O1)C(C(C(O2)OC3C4COC(=O)C4C(C5=CC6=C(C=C35)OCO6)C7=CC(=C(C(=C7)OC)O)OC)O)O. Synergy scores: CSS=7.27, Synergy_ZIP=-9.21, Synergy_Bliss=-0.667, Synergy_Loewe=0.103, Synergy_HSA=-0.0718. Cell line: SF-268. Drug 2: CCCCC(=O)OCC(=O)C1(CC(C2=C(C1)C(=C3C(=C2O)C(=O)C4=C(C3=O)C=CC=C4OC)O)OC5CC(C(C(O5)C)O)NC(=O)C(F)(F)F)O. (3) Drug 1: CC1=CC=C(C=C1)C2=CC(=NN2C3=CC=C(C=C3)S(=O)(=O)N)C(F)(F)F. Drug 2: C(=O)(N)NO. Cell line: SW-620. Synergy scores: CSS=-0.933, Synergy_ZIP=-1.27, Synergy_Bliss=-4.38, Synergy_Loewe=-0.884, Synergy_HSA=-3.95. (4) Drug 1: C1CC(C1)(C(=O)O)C(=O)O.[NH2-].[NH2-].[Pt+2]. Drug 2: COC1=NC(=NC2=C1N=CN2C3C(C(C(O3)CO)O)O)N. Cell line: MOLT-4. Synergy scores: CSS=79.2, Synergy_ZIP=1.07, Synergy_Bliss=1.00, Synergy_Loewe=2.70, Synergy_HSA=5.61. (5) Drug 1: CC12CCC(CC1=CCC3C2CCC4(C3CC=C4C5=CN=CC=C5)C)O. Drug 2: CC(C)NC(=O)C1=CC=C(C=C1)CNNC.Cl. Cell line: OVCAR-5. Synergy scores: CSS=18.5, Synergy_ZIP=2.23, Synergy_Bliss=5.64, Synergy_Loewe=0.690, Synergy_HSA=4.34. (6) Cell line: OVCAR-4. Drug 2: CC(C1=C(C=CC(=C1Cl)F)Cl)OC2=C(N=CC(=C2)C3=CN(N=C3)C4CCNCC4)N. Synergy scores: CSS=-0.252, Synergy_ZIP=-0.181, Synergy_Bliss=0.270, Synergy_Loewe=-0.584, Synergy_HSA=-0.492. Drug 1: C1CCC(CC1)NC(=O)N(CCCl)N=O.